From a dataset of Forward reaction prediction with 1.9M reactions from USPTO patents (1976-2016). Predict the product of the given reaction. (1) Given the reactants Cl.[N:2]1[C:3]([C:11]([O:13][CH2:14][CH3:15])=[O:12])=[CH:4][N:5]2[CH2:10][CH2:9][NH:8][CH2:7][C:6]=12.Cl[C:17]1[N:22]=[CH:21][C:20]([CH2:23][CH3:24])=[CH:19][N:18]=1.C(C1C=NC(N2CCC(CCCO)CC2)=NC=1)C, predict the reaction product. The product is: [CH2:23]([C:20]1[CH:19]=[N:18][C:17]([N:8]2[CH2:9][CH2:10][N:5]3[CH:4]=[C:3]([C:11]([O:13][CH2:14][CH3:15])=[O:12])[N:2]=[C:6]3[CH2:7]2)=[N:22][CH:21]=1)[CH3:24]. (2) Given the reactants [OH-].[Na+].O.C([O:6][C:7]([C:9]1([C:19]2[CH:24]=[CH:23][C:22]([Br:25])=[CH:21][N:20]=2)[CH2:18][CH2:17][C:12]2([O:16][CH2:15][CH2:14][O:13]2)[CH2:11][CH2:10]1)=[O:8])C, predict the reaction product. The product is: [Br:25][C:22]1[CH:23]=[CH:24][C:19]([C:9]2([C:7]([OH:8])=[O:6])[CH2:10][CH2:11][C:12]3([O:16][CH2:15][CH2:14][O:13]3)[CH2:17][CH2:18]2)=[N:20][CH:21]=1. (3) Given the reactants [C:9](O[C:9]([O:11][C:12]([CH3:15])([CH3:14])[CH3:13])=[O:10])([O:11][C:12]([CH3:15])([CH3:14])[CH3:13])=[O:10].N1C2C=CC=CC=2N=N1.CN(C1C=CC=CN=1)C.[OH-].[Na+].Cl.[NH2:37][C@H:38]([C:43]([OH:45])=[O:44])[CH2:39][CH2:40][CH2:41][NH2:42], predict the reaction product. The product is: [NH2:37][C@H:38]([C:43]([OH:45])=[O:44])[CH2:39][CH2:40][CH2:41][NH:42][C:9]([O:11][C:12]([CH3:13])([CH3:14])[CH3:15])=[O:10]. (4) Given the reactants Cl.[CH2:2]([N:9]([CH2:13][CH2:14]Cl)[CH2:10][CH2:11]Cl)[C:3]1[CH:8]=[CH:7][CH:6]=[CH:5][CH:4]=1.[NH2:16][CH:17]1[CH2:20][N:19]([C:21]([O:23][C:24]([CH3:27])([CH3:26])[CH3:25])=[O:22])[CH2:18]1.C(=O)(O)[O-].[Na+], predict the reaction product. The product is: [CH2:2]([N:9]1[CH2:13][CH2:14][N:16]([CH:17]2[CH2:18][N:19]([C:21]([O:23][C:24]([CH3:27])([CH3:26])[CH3:25])=[O:22])[CH2:20]2)[CH2:11][CH2:10]1)[C:3]1[CH:8]=[CH:7][CH:6]=[CH:5][CH:4]=1. (5) The product is: [ClH:26].[NH:1]1[CH2:7][CH2:6][CH2:5][CH:4]([N:8]2[C:16]3[C:11](=[CH:12][C:13]([S:17]([C:20]4[CH:21]=[CH:22][CH:23]=[CH:24][CH:25]=4)(=[O:18])=[O:19])=[CH:14][CH:15]=3)[CH2:10][CH2:9]2)[CH2:3][CH2:2]1. Given the reactants [NH:1]1[CH2:7][CH2:6][CH2:5][CH:4]([N:8]2[C:16]3[C:11](=[CH:12][C:13]([S:17]([C:20]4[CH:25]=[CH:24][CH:23]=[CH:22][CH:21]=4)(=[O:19])=[O:18])=[CH:14][CH:15]=3)[CH2:10][CH2:9]2)[CH2:3][CH2:2]1.[ClH:26], predict the reaction product.